From a dataset of Catalyst prediction with 721,799 reactions and 888 catalyst types from USPTO. Predict which catalyst facilitates the given reaction. (1) Reactant: [C:1]([NH:5][C:6]([C:8]1[CH:9]=[C:10]([OH:21])[CH:11]=[C:12]([C:14](=[O:20])[NH:15][C:16]([CH3:19])([CH3:18])[CH3:17])[CH:13]=1)=[O:7])([CH3:4])([CH3:3])[CH3:2].CC(C)([O-])C.[K+].F[C:29]1[C:34]([F:35])=[C:33]([F:36])[CH:32]=[CH:31][C:30]=1[N+:37]([O-:39])=[O:38]. The catalyst class is: 1. Product: [C:1]([NH:5][C:6](=[O:7])[C:8]1[CH:9]=[C:10]([O:21][C:29]2[C:30]([N+:37]([O-:39])=[O:38])=[CH:31][CH:32]=[C:33]([F:36])[C:34]=2[F:35])[CH:11]=[C:12]([C:14]([NH:15][C:16]([CH3:19])([CH3:18])[CH3:17])=[O:20])[CH:13]=1)([CH3:4])([CH3:2])[CH3:3]. (2) Reactant: [NH2:1][C:2]1[CH:3]=[C:4]([C:10]([C:14]2[CH:19]=[CH:18][C:17]([O:20][CH3:21])=[C:16]([O:22][CH2:23][CH3:24])[CH:15]=2)=[CH:11][C:12]#[N:13])[CH:5]=[CH:6][C:7]=1[O:8][CH3:9].C1(N=C=NC2CCCCC2)CCCCC1.ON1C2C=CC=CC=2N=N1.[C:50]([NH:57][CH2:58][C:59](O)=[O:60])([O:52][C:53]([CH3:56])([CH3:55])[CH3:54])=[O:51]. Product: [C:53]([O:52][C:50](=[O:51])[NH:57][CH2:58][C:59](=[O:60])[NH:1][C:2]1[CH:3]=[C:4]([C:10]([C:14]2[CH:19]=[CH:18][C:17]([O:20][CH3:21])=[C:16]([O:22][CH2:23][CH3:24])[CH:15]=2)=[CH:11][C:12]#[N:13])[CH:5]=[CH:6][C:7]=1[O:8][CH3:9])([CH3:56])([CH3:54])[CH3:55]. The catalyst class is: 39. (3) Reactant: [NH2:1][C:2]1[CH:6]=[CH:5][NH:4][N:3]=1.C(N(CC)CC)C.[CH3:14][C:15]([O:18][C:19](O[C:19]([O:18][C:15]([CH3:17])([CH3:16])[CH3:14])=[O:20])=[O:20])([CH3:17])[CH3:16]. Product: [NH2:1][C:2]1[CH:6]=[CH:5][N:4]([C:19]([O:18][C:15]([CH3:17])([CH3:16])[CH3:14])=[O:20])[N:3]=1. The catalyst class is: 12. (4) Reactant: [N+:1]([C:4]1[CH:9]=[CH:8][CH:7]=[CH:6][C:5]=1[S:10]([N:13]1[CH2:17][CH:16]=[CH:15][CH2:14]1)(=[O:12])=[O:11])([O-])=O.[In].Cl. Product: [N:13]1([S:10]([C:5]2[CH:6]=[CH:7][CH:8]=[CH:9][C:4]=2[NH2:1])(=[O:12])=[O:11])[CH2:14][CH:15]=[CH:16][CH2:17]1. The catalyst class is: 7. (5) Reactant: Cl.[CH:2]1([C:5]2[CH:6]=[C:7]([CH3:17])[C:8]([N:11]3[CH2:16][CH2:15][NH:14][CH2:13][CH2:12]3)=[N:9][CH:10]=2)[CH2:4][CH2:3]1.[OH-].[Na+]. Product: [CH:2]1([C:5]2[CH:6]=[C:7]([CH3:17])[C:8]([N:11]3[CH2:12][CH2:13][NH:14][CH2:15][CH2:16]3)=[N:9][CH:10]=2)[CH2:4][CH2:3]1. The catalyst class is: 13. (6) Reactant: [CH:1]1([CH2:7][N:8]2[C:16]3[C:11](=[C:12]([NH:17][C:18]4[N:30]=[CH:29][C:28]([CH:31]5[CH2:33][CH2:32]5)=[CH:27][C:19]=4[C:20]([O:22]C(C)(C)C)=[O:21])[CH:13]=[CH:14][CH:15]=3)[CH:10]=[CH:9]2)[CH2:6][CH2:5][CH2:4][CH2:3][CH2:2]1. Product: [CH:1]1([CH2:7][N:8]2[C:16]3[C:11](=[C:12]([NH:17][C:18]4[N:30]=[CH:29][C:28]([CH:31]5[CH2:33][CH2:32]5)=[CH:27][C:19]=4[C:20]([OH:22])=[O:21])[CH:13]=[CH:14][CH:15]=3)[CH:10]=[CH:9]2)[CH2:2][CH2:3][CH2:4][CH2:5][CH2:6]1. The catalyst class is: 281. (7) Reactant: [F:1][C:2]1[CH:3]=[C:4]([C:8]2[NH:12][N:11]=[C:10]([C:13]([F:16])([F:15])[F:14])[CH:9]=2)[CH:5]=[CH:6][CH:7]=1.C1C(=O)N([Cl:24])C(=O)C1. Product: [Cl:24][C:9]1[C:10]([C:13]([F:14])([F:15])[F:16])=[N:11][NH:12][C:8]=1[C:4]1[CH:5]=[CH:6][CH:7]=[C:2]([F:1])[CH:3]=1. The catalyst class is: 23.